Dataset: Full USPTO retrosynthesis dataset with 1.9M reactions from patents (1976-2016). Task: Predict the reactants needed to synthesize the given product. (1) Given the product [CH:1]1[C:11]2[CH2:10][CH2:9][C:8]3[CH:12]=[CH:13][CH:14]=[CH:15][C:7]=3[CH:6]([CH2:16][C:17]3[CH:18]=[C:19]([NH:23][S:24]([CH3:27])(=[O:26])=[O:25])[CH:20]=[CH:21][CH:22]=3)[C:5]=2[CH:4]=[CH:3][CH:2]=1, predict the reactants needed to synthesize it. The reactants are: [CH:1]1[C:11]2[CH2:10][CH2:9][C:8]3[CH:12]=[CH:13][CH:14]=[CH:15][C:7]=3[C:6](=[CH:16][C:17]3[CH:18]=[C:19]([NH:23][S:24]([CH3:27])(=[O:26])=[O:25])[CH:20]=[CH:21][CH:22]=3)[C:5]=2[CH:4]=[CH:3][CH:2]=1. (2) Given the product [OH:10][C:11]1[CH:19]=[CH:18][C:17]2[C:7](=[O:8])[CH2:6][O:20][C:16]=2[C:12]=1[C:13]([OH:15])=[O:14], predict the reactants needed to synthesize it. The reactants are: [Cl-].[Al+3].[Cl-].[Cl-].Cl[CH2:6][C:7](Cl)=[O:8].[OH:10][C:11]1[CH:19]=[CH:18][CH:17]=[C:16]([OH:20])[C:12]=1[C:13]([OH:15])=[O:14].C(OCC)(=O)C. (3) Given the product [PH:22](=[O:23])([O:24][C:42]1[CH:41]=[CH:66][CH:67]=[CH:68][CH:69]=1)[O:51][C:48]1[CH:49]=[CH:74][CH:70]=[CH:71][CH:72]=1, predict the reactants needed to synthesize it. The reactants are: ClC1C=C(SC2NC(C(CC3C=CN=CC=3)OC(NCC[P:22](=O)([OH:24])[OH:23])=O)=NC=2C(C)C)C=C(Cl)C=1.C(N([CH2:41][CH3:42])CC)C.C[Si](Cl)(C)C.[C:48]([OH:51])(=O)[CH3:49].[F-].[CH2:66]([N+]([CH2:66][CH2:67][CH2:68][CH3:69])([CH2:66][CH2:67][CH2:68][CH3:69])[CH2:66][CH2:67][CH2:68][CH3:69])[CH2:67][CH2:68][CH3:69].[CH2:70]1[CH2:74]O[CH2:72][CH2:71]1. (4) Given the product [Cl:1][C:2]1[N:7]=[CH:6][N:5]=[C:4]2[C:3]=1[N:9]=[C:19]([CH2:18][C:12]1[C:11]([Cl:10])=[CH:16][CH:15]=[CH:14][C:13]=1[Cl:17])[NH:8]2, predict the reactants needed to synthesize it. The reactants are: [Cl:1][C:2]1[N:7]=[CH:6][N:5]=[C:4]([NH2:8])[C:3]=1[NH2:9].[Cl:10][C:11]1[CH:16]=[CH:15][CH:14]=[C:13]([Cl:17])[C:12]=1[CH2:18][CH:19]=O. (5) Given the product [CH3:1][C:2]1([CH3:15])[O:6][C@@H:5]([CH2:7][C:8]2([S:11]([Cl:19])(=[O:13])=[O:12])[CH2:10][CH2:9]2)[CH2:4][O:3]1, predict the reactants needed to synthesize it. The reactants are: [CH3:1][C:2]1([CH3:15])[O:6][C@@H:5]([CH2:7][C:8]2([S:11]([O-])(=[O:13])=[O:12])[CH2:10][CH2:9]2)[CH2:4][O:3]1.[Na+].P(Cl)(Cl)([Cl:19])=O. (6) The reactants are: C(Cl)(=O)C(Cl)=O.CS(C)=O.[C:11]([O:14][C@H:15]1[C@H:20]([O:21][C:22](=[O:24])[CH3:23])[C@@H:19]([O:25][C:26](=[O:28])[CH3:27])[C@H:18]([C:29]2[CH:34]=[CH:33][C:32]([Cl:35])=[C:31]([CH2:36][C:37]3[CH:42]=[CH:41][C:40]([O:43][CH2:44][CH2:45][OH:46])=[CH:39][CH:38]=3)[CH:30]=2)[O:17][C@@H:16]1[CH2:47][O:48][C:49](=[O:51])[CH3:50])(=[O:13])[CH3:12].CCN(CC)CC. Given the product [C:11]([O:14][C@H:15]1[C@H:20]([O:21][C:22](=[O:24])[CH3:23])[C@@H:19]([O:25][C:26](=[O:28])[CH3:27])[C@H:18]([C:29]2[CH:34]=[CH:33][C:32]([Cl:35])=[C:31]([CH2:36][C:37]3[CH:38]=[CH:39][C:40]([O:43][CH2:44][CH:45]=[O:46])=[CH:41][CH:42]=3)[CH:30]=2)[O:17][C@@H:16]1[CH2:47][O:48][C:49](=[O:51])[CH3:50])(=[O:13])[CH3:12], predict the reactants needed to synthesize it. (7) Given the product [Br:34][C:35]([C:41]1[C:42]([CH2:58][CH:59]2[CH2:60][CH2:61]2)=[C:43]([C:54]([O:56][CH3:57])=[O:55])[C:44]([CH:51]([F:52])[F:53])=[N:45][C:46]=1[C:47]([F:48])([F:49])[F:50])=[CH:36][O:37][CH3:38], predict the reactants needed to synthesize it. The reactants are: C1(CC2C(C=COC)=C(C(F)(F)F)N=C(C(F)F)C=2C(OC)=O)CC1.BrBr.C(=O)([O-])[O-].[K+].[K+].[Br:34][CH:35]([C:41]1[C:42]([CH2:58][CH:59]2[CH2:61][CH2:60]2)=[C:43]([C:54]([O:56][CH3:57])=[O:55])[C:44]([CH:51]([F:53])[F:52])=[N:45][C:46]=1[C:47]([F:50])([F:49])[F:48])[CH:36](OC)[O:37][CH3:38]. (8) Given the product [Si:30]([O:29][CH2:28][C@H:27]1[O:26][C:25]([CH3:37])([CH3:38])[O:24][C@@H:23]1[CH2:22][O:21][C:18]1[CH:19]=[CH:20][C:8]2[C:7](=[O:39])[C:6]3[C:5]4[C:13](=[CH:14][C:2]([I:40])=[CH:3][CH:4]=4)[NH:12][C:11]=3[C:10]([CH3:16])([CH3:15])[C:9]=2[CH:17]=1)([C:33]([CH3:34])([CH3:35])[CH3:36])([CH3:31])[CH3:32], predict the reactants needed to synthesize it. The reactants are: Br[C:2]1[CH:14]=[C:13]2[C:5]([C:6]3[C:7](=[O:39])[C:8]4[CH:20]=[CH:19][C:18]([O:21][CH2:22][C@@H:23]5[C@@H:27]([CH2:28][O:29][Si:30]([C:33]([CH3:36])([CH3:35])[CH3:34])([CH3:32])[CH3:31])[O:26][C:25]([CH3:38])([CH3:37])[O:24]5)=[CH:17][C:9]=4[C:10]([CH3:16])([CH3:15])[C:11]=3[NH:12]2)=[CH:4][CH:3]=1.[I-:40].[Na+].CN(C)[C@@H]1CCCC[C@H]1N(C)C. (9) Given the product [CH2:1]([O:3][C:4]([C:6]1[O:7][C:8]2[CH:15]=[CH:14][CH:13]=[C:12]([NH:29][C:27]([CH:24]3[CH2:26][CH2:25]3)=[O:28])[C:9]=2[C:10]=1[CH3:11])=[O:5])[CH3:2], predict the reactants needed to synthesize it. The reactants are: [CH2:1]([O:3][C:4]([C:6]1[O:7][C:8]2[CH:15]=[CH:14][CH:13]=[C:12](OS(C(F)(F)F)(=O)=O)[C:9]=2[C:10]=1[CH3:11])=[O:5])[CH3:2].[CH:24]1([C:27]([NH2:29])=[O:28])[CH2:26][CH2:25]1.C1(P(C2C=CC=CC=2)C2C3OC4C(=CC=CC=4P(C4C=CC=CC=4)C4C=CC=CC=4)C(C)(C)C=3C=CC=2)C=CC=CC=1.C(=O)([O-])[O-].[Cs+].[Cs+]. (10) Given the product [CH3:1][N:2]([O:14][CH3:15])[C:3](=[O:13])[CH2:4][C@@H:5]1[CH2:10][CH2:9][N:8]([CH2:16][CH2:17][CH2:18][CH2:19][CH2:20][CH2:21][CH3:22])[CH2:7][C@@H:6]1[CH:11]=[CH2:12], predict the reactants needed to synthesize it. The reactants are: [CH3:1][N:2]([O:14][CH3:15])[C:3](=[O:13])[CH2:4][C@@H:5]1[CH2:10][CH2:9][NH:8][CH2:7][C@@H:6]1[CH:11]=[CH2:12].[CH:16](=O)[CH2:17][CH2:18][CH2:19][CH2:20][CH2:21][CH3:22].C(O[BH-](OC(=O)C)OC(=O)C)(=O)C.[Na+].